Dataset: Forward reaction prediction with 1.9M reactions from USPTO patents (1976-2016). Task: Predict the product of the given reaction. (1) Given the reactants C1(P(C2CCCCC2)C2(CCC)CC(CCC)=CC(CCC)=C2C2C=CC=CC=2)CCCCC1.[CH3:35][C:36]1[CH:40]=[C:39]([NH2:41])[N:38]([C:42]2[CH:47]=[C:46]([S:48][CH3:49])[N:45]=[C:44]([CH3:50])[N:43]=2)[N:37]=1.Br[C:52]1[CH:53]=[CH:54][C:55]([O:58][CH3:59])=[N:56][CH:57]=1.C(=O)([O-])[O-].[Cs+].[Cs+], predict the reaction product. The product is: [CH3:59][O:58][C:55]1[N:56]=[CH:57][C:52]([NH:41][C:39]2[N:38]([C:42]3[CH:47]=[C:46]([S:48][CH3:49])[N:45]=[C:44]([CH3:50])[N:43]=3)[N:37]=[C:36]([CH3:35])[CH:40]=2)=[CH:53][CH:54]=1. (2) The product is: [Cl:8][C:7]1[CH:6]=[C:5]2[CH2:17][O:16][CH2:15][C:4]2=[N:3][CH:2]=1. Given the reactants Cl[C:2]1[C:7]([Cl:8])=[CH:6][C:5](Cl)=[CH:4][N:3]=1.C([Sn](CCCC)(CCCC)[CH2:15][O:16][CH2:17][Sn](CCCC)(CCCC)CCCC)CCC.CC(C1C=C(C(C)C)C(C2C=CC=CC=2P(C2CCCCC2)C2CCCCC2)=C(C(C)C)C=1)C, predict the reaction product. (3) Given the reactants [N:1]([O-])=O.[Na+].[NH2:5][C:6]1[CH:7]=[N:8][CH:9]=[C:10](OC)[CH:11]=1.C(OC(=O)[CH:18]([NH:24][C:25]([C:27]1[CH:31]=[CH:30][N:29]([CH3:32])[N:28]=1)=O)[C:19]([O:21]CC)=[O:20])C.[C:34](=[O:37])([O-])[O-].[K+].[K+].C[O-].[Na+].[OH-].[Na+], predict the reaction product. The product is: [CH3:34][O:37][C:9]1[N:8]=[CH:7][C:6]([N:5]2[C:25]([C:27]3[CH:31]=[CH:30][N:29]([CH3:32])[N:28]=3)=[N:24][C:18]([C:19]([OH:21])=[O:20])=[N:1]2)=[CH:11][CH:10]=1. (4) Given the reactants [NH2:1][C:2]1[CH:23]=[CH:22][C:5]([O:6][C:7]2[CH:16]=[CH:15][N:14]=[C:13]3[C:8]=2[C:9]2[CH:21]=[CH:20][CH:19]=[CH:18][C:10]=2[C:11](=[O:17])[NH:12]3)=[C:4]([F:24])[CH:3]=1.[Cl:25][C:26]1[N:34]=[CH:33][C:32]([Cl:35])=[CH:31][C:27]=1[C:28](Cl)=[O:29], predict the reaction product. The product is: [Cl:25][C:26]1[N:34]=[CH:33][C:32]([Cl:35])=[CH:31][C:27]=1[C:28]([NH:1][C:2]1[CH:23]=[CH:22][C:5]([O:6][C:7]2[CH:16]=[CH:15][N:14]=[C:13]3[C:8]=2[C:9]2[CH:21]=[CH:20][CH:19]=[CH:18][C:10]=2[C:11](=[O:17])[NH:12]3)=[C:4]([F:24])[CH:3]=1)=[O:29]. (5) Given the reactants C[O:2][C:3]1[CH:11]=[C:10]([S:12][CH3:13])[CH:9]=[CH:8][C:4]=1[C:5]([OH:7])=[O:6].B(Br)(Br)Br, predict the reaction product. The product is: [OH:2][C:3]1[CH:11]=[C:10]([S:12][CH3:13])[CH:9]=[CH:8][C:4]=1[C:5]([OH:7])=[O:6]. (6) Given the reactants [CH3:1][O:2][C:3]1[CH:8]=[CH:7][CH:6]=[CH:5][C:4]=1[C:9]([CH3:20])([CH3:19])[CH2:10][C:11]([OH:18])([C:14]([F:17])([F:16])[F:15])[CH:12]=O.[NH2:21][C:22]1[CH:31]=[CH:30][CH:29]=[C:28]2[C:23]=1[CH:24]=[N:25][NH:26][C:27]2=[O:32].B(Br)(Br)Br, predict the reaction product. The product is: [OH:18][C:11]1([C:14]([F:17])([F:15])[F:16])[CH2:10][C:9]([CH3:19])([CH3:20])[C:4]2[C:5](=[CH:6][CH:7]=[CH:8][C:3]=2[O:2][CH3:1])[CH:12]1[NH:21][C:22]1[CH:31]=[CH:30][CH:29]=[C:28]2[C:23]=1[CH:24]=[N:25][NH:26][C:27]2=[O:32].[OH:18][C:11]1([C:14]([F:15])([F:16])[F:17])[CH2:10][C:9]([CH3:19])([CH3:20])[C:4]2[C:5](=[CH:6][CH:7]=[CH:8][C:3]=2[OH:2])[CH:12]1[NH:21][C:22]1[CH:31]=[CH:30][CH:29]=[C:28]2[C:23]=1[CH:24]=[N:25][NH:26][C:27]2=[O:32].